Dataset: Cav3 T-type calcium channel HTS with 100,875 compounds. Task: Binary Classification. Given a drug SMILES string, predict its activity (active/inactive) in a high-throughput screening assay against a specified biological target. (1) The molecule is o1c(CNC(=O)c2nnn(CC(=O)Nc3ccc(cc3)C)c2N)ccc1. The result is 0 (inactive). (2) The molecule is Clc1c(c2noc(c2C(=O)Nc2c3nsnc3ccc2)C)c(F)ccc1. The result is 0 (inactive). (3) The molecule is OC1(C(C2C3(C(C1O)C=CCC(CC(O)(C=CC3OC(=O)C)C)C)C(=O)NC2Cc1ccccc1)C)C. The result is 0 (inactive).